From a dataset of Kir2.1 potassium channel HTS with 301,493 compounds. Binary Classification. Given a drug SMILES string, predict its activity (active/inactive) in a high-throughput screening assay against a specified biological target. (1) The drug is S(=O)(=O)(N1CCOCC1)c1cc(NS(=O)(=O)c2sccc2)ccc1. The result is 0 (inactive). (2) The molecule is O=C(Nc1n(ncc1)C1CCN(CC1)C(=O)Cc1cc(ccc1)C)C1CC1. The result is 0 (inactive). (3) The molecule is O(CC(=O)NC(c1ccccc1)c1ccccc1)C(=O)CCc1ccccc1. The result is 0 (inactive). (4) The drug is O=C(NCc1ncccc1)Cn1nc2CCCCc2c1. The result is 0 (inactive). (5) The drug is s1c2c(n(CC(=O)Nc3sc(nn3)C)c1=O)cccc2. The result is 0 (inactive). (6) The compound is Clc1ccc(/C=C\c2nccc3c4c([nH]c23)cccc4)cc1. The result is 0 (inactive). (7) The molecule is S(=O)(=O)(c1cc2NC(=O)C(Oc2cc1)(C)C(OCC)=O)CC. The result is 0 (inactive).